Dataset: Forward reaction prediction with 1.9M reactions from USPTO patents (1976-2016). Task: Predict the product of the given reaction. (1) Given the reactants C(O)(=[O:3])C.[F:5][C:6]([F:23])([F:22])[C:7]1[CH:21]=[CH:20][C:10]([CH2:11][S:12][C:13]2[CH:18]=[CH:17][C:16]([OH:19])=[CH:15][CH:14]=2)=[CH:9][CH:8]=1.OO.[OH2:26], predict the reaction product. The product is: [F:23][C:6]([F:5])([F:22])[C:7]1[CH:21]=[CH:20][C:10]([CH2:11][S:12]([C:13]2[CH:18]=[CH:17][C:16]([OH:19])=[CH:15][CH:14]=2)(=[O:3])=[O:26])=[CH:9][CH:8]=1. (2) Given the reactants [CH3:1][C:2]1[CH:25]=[CH:24][C:23]([CH3:26])=[CH:22][C:3]=1[CH2:4][N:5]1[C:9]2[CH:10]=[CH:11][CH:12]=[CH:13][C:8]=2[N:7]=[C:6]1[S:14]([C:16]1[CH:21]=[CH:20][CH:19]=[CH:18][CH:17]=1)=[O:15].C1C=C(Cl)C=C(C(OO)=[O:35])C=1, predict the reaction product. The product is: [CH3:1][C:2]1[CH:25]=[CH:24][C:23]([CH3:26])=[CH:22][C:3]=1[CH2:4][N:5]1[C:9]2[CH:10]=[CH:11][CH:12]=[CH:13][C:8]=2[N:7]=[C:6]1[S:14]([C:16]1[CH:21]=[CH:20][CH:19]=[CH:18][CH:17]=1)(=[O:35])=[O:15]. (3) Given the reactants [F:21][C:16](P([C:16]([F:22])([F:21])[C:17]([F:20])([F:19])[F:18])[C:16]([F:22])([F:21])[C:17]([F:20])([F:19])[F:18])([F:22])[C:17]([F:20])([F:19])[F:18].CC(C)([O-])C.[K+].[C:29]([C:37]1[CH:42]=[CH:41][CH:40]=[CH:39][CH:38]=1)(=[O:36])[C:30]1[CH:35]=[CH:34][CH:33]=[CH:32][CH:31]=1.Cl, predict the reaction product. The product is: [F:22][C:16]([F:21])([C:17]([F:18])([F:19])[F:20])[C:29]([C:30]1[CH:35]=[CH:34][CH:33]=[CH:32][CH:31]=1)([C:37]1[CH:42]=[CH:41][CH:40]=[CH:39][CH:38]=1)[OH:36]. (4) Given the reactants [N+:1]([C:4]1[CH:9]=[CH:8][C:7]([OH:10])=[CH:6][CH:5]=1)([O-:3])=[O:2].[C:11](=[O:14])([O-])[O-].[K+].[K+].[I-].[K+].P(O)([O-])([O-])=O.[Na+].[Na+].Br[CH2:27][CH2:28][CH2:29][CH2:30][CH2:31][C:32]([O:34][CH2:35][CH2:36][O:37][CH2:38][CH2:39][O:40][C:41](=[O:48])[CH2:42][CH2:43][CH2:44][CH2:45][CH2:46]Br)=[O:33], predict the reaction product. The product is: [N+:1]([C:4]1[CH:9]=[CH:8][C:7]([O:10][CH2:27][CH2:28][CH2:29][CH2:30][CH2:31][C:32]([O:34][CH2:35][CH2:36][O:37][CH2:38][CH2:39][O:40][C:41](=[O:48])[CH2:42][CH2:43][CH2:44][CH2:45][CH2:46][O:14][C:11]2[CH:8]=[CH:9][C:4]([N+:1]([O-:3])=[O:2])=[CH:5][CH:6]=2)=[O:33])=[CH:6][CH:5]=1)([O-:3])=[O:2]. (5) Given the reactants O=[C:2]1[CH2:11][CH2:10][CH:9]2[CH:4]([CH2:5][CH:6]([C:16]([O:18][CH2:19][CH3:20])=[O:17])[N:7]([C:12]([O:14][CH3:15])=[O:13])[CH2:8]2)[CH2:3]1.[NH2:21][C:22]1[CH:29]=[CH:28][C:27](C)=[CH:26][C:23]=1[C:24]#[N:25].[C:31](O)(=O)C.C(O[BH-](OC(=O)C)OC(=O)C)(=O)C.[Na+], predict the reaction product. The product is: [C:24]([C:23]1[CH:26]=[CH:27][C:28]([CH3:31])=[CH:29][C:22]=1[NH:21][C@H:2]1[CH2:11][CH2:10][C@@H:9]2[C@@H:4]([CH2:5][C@@H:6]([C:16]([O:18][CH2:19][CH3:20])=[O:17])[N:7]([C:12]([O:14][CH3:15])=[O:13])[CH2:8]2)[CH2:3]1)#[N:25]. (6) Given the reactants [NH2:1][C:2]1[CH:6]=[C:5]([Cl:7])[S:4][C:3]=1[CH2:8][C:9]([O:11]CC)=O.C[Al](C)C, predict the reaction product. The product is: [Cl:7][C:5]1[S:4][C:3]2[CH2:8][C:9](=[O:11])[NH:1][C:2]=2[CH:6]=1. (7) Given the reactants [Cl:1][C:2]1[CH:7]=[CH:6][C:5]([CH3:8])=[CH:4][N:3]=1.OO.NC(N)=[O:13].FC(F)(F)C(O)=O.S(S([O-])=O)([O-])=O.[Na+].[Na+].Cl, predict the reaction product. The product is: [Cl:1][C:2]1[CH:7]=[CH:6][C:5]([CH3:8])=[CH:4][N+:3]=1[O-:13]. (8) Given the reactants [O:1]=[C:2]1[CH2:10][C:9]2[C:4](=[CH:5][C:6]([C:11]#[N:12])=[CH:7][CH:8]=2)[NH:3]1.[Se](=O)=[O:14], predict the reaction product. The product is: [O:1]=[C:2]1[C:10](=[O:14])[C:9]2[C:4](=[CH:5][C:6]([C:11]#[N:12])=[CH:7][CH:8]=2)[NH:3]1.